Dataset: Full USPTO retrosynthesis dataset with 1.9M reactions from patents (1976-2016). Task: Predict the reactants needed to synthesize the given product. (1) Given the product [OH:8][CH2:9][CH2:10][CH2:11][CH2:12][C:13]1[O:14][C:15]2[C:24]3[CH:23]([CH2:25][CH2:26][NH:27][C:28](=[O:30])[CH3:29])[CH2:22][CH2:21][C:20]=3[CH:19]=[CH:18][C:16]=2[N:17]=1, predict the reactants needed to synthesize it. The reactants are: C([O:8][CH2:9][CH2:10][CH2:11][CH2:12][C:13]1[O:14][C:15]2[C:24]3[CH:23]([CH2:25][CH2:26][NH:27][C:28](=[O:30])[CH3:29])[CH2:22][CH2:21][C:20]=3[CH:19]=[CH:18][C:16]=2[N:17]=1)C1C=CC=CC=1. (2) The reactants are: [Cl:1][C:2]1[CH:10]=[CH:9][C:5]([C:6]([OH:8])=[O:7])=[CH:4][C:3]=1[NH:11][C:12]([C:14]1[C:25](=[O:26])[NH:24][C:17]2[N:18]=[C:19]([O:22][CH3:23])[N:20]=[CH:21][C:16]=2[CH:15]=1)=[O:13].[Cl:27][C:28]1[CH:35]=[CH:34][C:31]([CH2:32]Br)=[CH:30][CH:29]=1.[F-].C([N+](CCCC)(CCCC)CCCC)CCC. Given the product [Cl:27][C:28]1[CH:35]=[CH:34][C:31]([CH2:32][O:7][C:6](=[O:8])[C:5]2[CH:9]=[CH:10][C:2]([Cl:1])=[C:3]([NH:11][C:12]([C:14]3[C:25](=[O:26])[NH:24][C:17]4[N:18]=[C:19]([O:22][CH3:23])[N:20]=[CH:21][C:16]=4[CH:15]=3)=[O:13])[CH:4]=2)=[CH:30][CH:29]=1, predict the reactants needed to synthesize it. (3) Given the product [ClH:1].[CH3:6][O:10][C:11](=[O:20])[NH:12][CH:13]1[CH2:18][CH2:17][CH:16]([NH2:19])[CH2:15][CH2:14]1, predict the reactants needed to synthesize it. The reactants are: [Cl:1]C(OC)=O.[C:6]([O:10][C:11](=[O:20])[NH:12][CH:13]1[CH2:18][CH2:17][CH:16]([NH2:19])[CH2:15][CH2:14]1)(C)(C)C.N1C=CC=CC=1. (4) Given the product [CH2:1]([O:8][C:9](=[O:18])[NH:10][CH:11]1[CH2:16][CH2:15][CH2:14][C:13]2[NH:39][N:35]=[CH:37][C:12]1=2)[C:2]1[CH:7]=[CH:6][CH:5]=[CH:4][CH:3]=1, predict the reactants needed to synthesize it. The reactants are: [CH2:1]([O:8][C:9](=[O:18])[NH:10][CH:11]1[CH2:16][CH2:15][CH2:14][C:13](=O)[CH2:12]1)[C:2]1[CH:7]=[CH:6][CH:5]=[CH:4][CH:3]=1.C1(C)C=CC=CC=1.C(OC([N:35]([CH3:37])C)N(C)C)(C)(C)C.O.[NH2:39]N. (5) Given the product [C:11]1([C:17](=[O:23])[C:18](=[N:21][OH:22])[CH3:19])[CH:16]=[CH:15][CH:14]=[CH:13][CH:12]=1, predict the reactants needed to synthesize it. The reactants are: C(C1C=CC=CC=1)(=O)CC.[C:11]1([C:17](=[O:23])[C:18](=[N:21][OH:22])[CH2:19]C)[CH:16]=[CH:15][CH:14]=[CH:13][CH:12]=1. (6) Given the product [F:35][CH:2]([F:1])[C:3]1[CH:8]=[CH:7][N:6]=[C:5]([NH:9][C:10]2[N:15]=[C:14]([C:16]3[CH:17]=[N:18][C:19]([C@@:22]([C@H:25]4[CH2:30][CH2:29][C@H:28]([C:31]([O:33][CH2:45][O:46][C:47](=[O:48])[O:49][CH2:50][CH2:51][CH2:52][CH2:53][CH2:54][CH2:55][NH:56][C:57](=[O:63])[O:58][C:59]([CH3:60])([CH3:61])[CH3:62])=[O:32])[CH2:27][CH2:26]4)([OH:24])[CH3:23])=[CH:20][CH:21]=3)[CH:13]=[C:12]([CH3:34])[CH:11]=2)[CH:4]=1, predict the reactants needed to synthesize it. The reactants are: [F:1][CH:2]([F:35])[C:3]1[CH:8]=[CH:7][N:6]=[C:5]([NH:9][C:10]2[N:15]=[C:14]([C:16]3[CH:17]=[N:18][C:19]([C@@:22]([C@H:25]4[CH2:30][CH2:29][C@H:28]([C:31]([OH:33])=[O:32])[CH2:27][CH2:26]4)([OH:24])[CH3:23])=[CH:20][CH:21]=3)[CH:13]=[C:12]([CH3:34])[CH:11]=2)[CH:4]=1.C(=O)([O-])[O-].[K+].[K+].[I-].[Na+].Cl[CH2:45][O:46][C:47]([O:49][CH2:50][CH2:51][CH2:52][CH2:53][CH2:54][CH2:55][NH:56][C:57](=[O:63])[O:58][C:59]([CH3:62])([CH3:61])[CH3:60])=[O:48]. (7) Given the product [CH2:1]([O:8][N:9]1[C:14](=[O:15])[C:13]2[CH:16]=[C:17]([F:21])[C:18]([N:29]3[CH2:30][CH2:31][N:26]([CH3:25])[CH2:27][CH2:28]3)=[N:19][C:12]=2[N:11]([CH2:22][CH3:23])[C:10]1=[O:24])[C:2]1[CH:7]=[CH:6][CH:5]=[CH:4][CH:3]=1, predict the reactants needed to synthesize it. The reactants are: [CH2:1]([O:8][N:9]1[C:14](=[O:15])[C:13]2[CH:16]=[C:17]([F:21])[C:18](Cl)=[N:19][C:12]=2[N:11]([CH2:22][CH3:23])[C:10]1=[O:24])[C:2]1[CH:7]=[CH:6][CH:5]=[CH:4][CH:3]=1.[CH3:25][N:26]1[CH2:31][CH2:30][NH:29][CH2:28][CH2:27]1. (8) Given the product [C:1]([O:5][C:6]([N:8]1[CH2:13][CH2:12][O:11][CH:10]([C:14]2[CH:15]=[CH:16][C:17]([NH:20][CH2:26][C:25]3[CH:28]=[CH:29][C:22]([Cl:21])=[CH:23][CH:24]=3)=[CH:18][CH:19]=2)[CH2:9]1)=[O:7])([CH3:4])([CH3:2])[CH3:3], predict the reactants needed to synthesize it. The reactants are: [C:1]([O:5][C:6]([N:8]1[CH2:13][CH2:12][O:11][CH:10]([C:14]2[CH:19]=[CH:18][C:17]([NH2:20])=[CH:16][CH:15]=2)[CH2:9]1)=[O:7])([CH3:4])([CH3:3])[CH3:2].[Cl:21][C:22]1[CH:29]=[CH:28][C:25]([CH:26]=O)=[CH:24][CH:23]=1.CC(O)=O.C(O[BH-](OC(=O)C)OC(=O)C)(=O)C.[Na+]. (9) The reactants are: [Br:1][C:2]1[CH:3]=[C:4]([CH:8]=[CH:9][C:10]=1[N:11]1[C:23]2[CH2:22][CH2:21][CH2:20][C:19](=[O:24])[C:18]=2[C:17]2[C:12]1=[CH:13][CH:14]=[CH:15][CH:16]=2)[C:5]([NH2:7])=O.COC1C=CC(P2(SP(C3C=CC(OC)=CC=3)(=S)S2)=[S:34])=CC=1.C1(C)C=CC=CC=1. Given the product [Br:1][C:2]1[CH:3]=[C:4]([CH:8]=[CH:9][C:10]=1[N:11]1[C:23]2[CH2:22][CH2:21][CH2:20][C:19](=[O:24])[C:18]=2[C:17]2[C:12]1=[CH:13][CH:14]=[CH:15][CH:16]=2)[C:5]([NH2:7])=[S:34], predict the reactants needed to synthesize it. (10) Given the product [CH3:9][O:8][C:7]1[CH:6]=[CH:5][C:4]([CH2:10][C:11]([O:13][CH3:14])=[O:12])=[CH:3][C:2]=1[O:1][CH2:16][CH2:17][CH2:18][O:19][CH3:20], predict the reactants needed to synthesize it. The reactants are: [OH:1][C:2]1[CH:3]=[C:4]([CH2:10][C:11]([O:13][CH3:14])=[O:12])[CH:5]=[CH:6][C:7]=1[O:8][CH3:9].Br[CH2:16][CH2:17][CH2:18][O:19][CH3:20].C([O-])([O-])=O.[K+].[K+].